From a dataset of Catalyst prediction with 721,799 reactions and 888 catalyst types from USPTO. Predict which catalyst facilitates the given reaction. (1) Reactant: [CH3:1][O:2][C:3]([C:5]1[C:10]([CH:11]=[CH2:12])=[C:9]([NH2:13])[N:8]=[C:7]([C:14]2[CH:19]=[CH:18][C:17]([Cl:20])=[C:16]([O:21][CH3:22])[C:15]=2[F:23])[N:6]=1)=[O:4].[Br:24]Br.C(N(CC)CC)C. Product: [CH3:1][O:2][C:3]([C:5]1[C:10](/[CH:11]=[CH:12]/[Br:24])=[C:9]([NH2:13])[N:8]=[C:7]([C:14]2[CH:19]=[CH:18][C:17]([Cl:20])=[C:16]([O:21][CH3:22])[C:15]=2[F:23])[N:6]=1)=[O:4]. The catalyst class is: 22. (2) The catalyst class is: 2. Reactant: C(O)(C(F)(F)F)=O.[C:8]([C:11]1([C:14]2[CH:51]=[CH:50][CH:49]=[CH:48][C:15]=2[CH2:16][CH2:17][C:18]2[C:23]([C:24]([F:27])([F:26])[F:25])=[CH:22][N:21]=[C:20]([NH:28][C:29]3[CH:34]=[CH:33][C:32]([CH:35]4[CH2:40][CH2:39][N:38](C(OC(C)(C)C)=O)[CH2:37][CH2:36]4)=[CH:31][CH:30]=3)[N:19]=2)[CH2:13][CH2:12]1)(=[O:10])[NH2:9]. Product: [NH:38]1[CH2:39][CH2:40][CH:35]([C:32]2[CH:31]=[CH:30][C:29]([NH:28][C:20]3[N:19]=[C:18]([CH2:17][CH2:16][C:15]4[CH:48]=[CH:49][CH:50]=[CH:51][C:14]=4[C:11]4([C:8]([NH2:9])=[O:10])[CH2:12][CH2:13]4)[C:23]([C:24]([F:27])([F:26])[F:25])=[CH:22][N:21]=3)=[CH:34][CH:33]=2)[CH2:36][CH2:37]1. (3) Reactant: [N:1]1[CH:6]=[CH:5][CH:4]=[N:3][C:2]=1[C:7]1[CH:19]=[CH:18][C:10]2[S:11][C:12]([C:14]([O:16]C)=[O:15])=[CH:13][C:9]=2[CH:8]=1.O.[OH-].[Li+].O. Product: [N:1]1[CH:6]=[CH:5][CH:4]=[N:3][C:2]=1[C:7]1[CH:19]=[CH:18][C:10]2[S:11][C:12]([C:14]([OH:16])=[O:15])=[CH:13][C:9]=2[CH:8]=1. The catalyst class is: 5. (4) Reactant: [F:1][C:2]1[C:7]([F:8])=[C:6]([OH:9])[CH:5]=[CH:4][C:3]=1/[CH:10]=[CH:11]/[C:12]([O:14][CH2:15][CH3:16])=[O:13].[H][H]. Product: [F:1][C:2]1[C:7]([F:8])=[C:6]([OH:9])[CH:5]=[CH:4][C:3]=1[CH2:10][CH2:11][C:12]([O:14][CH2:15][CH3:16])=[O:13]. The catalyst class is: 29. (5) Reactant: [Cl:1][C:2]1[C:3]([C:27]2[NH:28][CH2:29][CH2:30][N:31]=2)=[N:4][N:5]([CH2:8][C:9]([N:11]2[CH2:16][CH2:15][CH2:14][C:13]3[N:17]([C:20]4[CH:25]=[CH:24][C:23]([F:26])=[CH:22][CH:21]=4)[N:18]=[CH:19][C:12]2=3)=[O:10])[C:6]=1[CH3:7].CC(OI1(OC(C)=O)(OC(C)=O)OC(=O)C2C=CC=CC1=2)=O. Product: [Cl:1][C:2]1[C:3]([C:27]2[NH:31][CH:30]=[CH:29][N:28]=2)=[N:4][N:5]([CH2:8][C:9]([N:11]2[CH2:16][CH2:15][CH2:14][C:13]3[N:17]([C:20]4[CH:21]=[CH:22][C:23]([F:26])=[CH:24][CH:25]=4)[N:18]=[CH:19][C:12]2=3)=[O:10])[C:6]=1[CH3:7]. The catalyst class is: 549. (6) Reactant: C([O:3][C:4]([C:6]1[N:14]([C:15]2[CH:20]=[CH:19][C:18]([O:21][CH:22]([CH3:24])[CH3:23])=[CH:17][CH:16]=2)[C:13]2[CH:12]=[C:11]([C:25]3[CH:30]=[CH:29][C:28]([C:31]([F:34])([F:33])[F:32])=[CH:27][CH:26]=3)[N:10]=[C:9]([C:35]3[CH:40]=[CH:39][C:38]([C:41]([F:44])([F:43])[F:42])=[CH:37][CH:36]=3)[C:8]=2[CH:7]=1)=[O:5])C.[OH-].[Na+].O. Product: [CH:22]([O:21][C:18]1[CH:19]=[CH:20][C:15]([N:14]2[C:13]3[CH:12]=[C:11]([C:25]4[CH:26]=[CH:27][C:28]([C:31]([F:32])([F:33])[F:34])=[CH:29][CH:30]=4)[N:10]=[C:9]([C:35]4[CH:40]=[CH:39][C:38]([C:41]([F:43])([F:42])[F:44])=[CH:37][CH:36]=4)[C:8]=3[CH:7]=[C:6]2[C:4]([OH:5])=[O:3])=[CH:16][CH:17]=1)([CH3:24])[CH3:23]. The catalyst class is: 14. (7) Reactant: [CH2:1]([O:8][C:9]([N:11]1[CH:16]([CH3:17])[CH2:15][NH:14][C:13](=[O:18])[C@@H:12]1[CH3:19])=[O:10])[C:2]1[CH:7]=[CH:6][CH:5]=[CH:4][CH:3]=1.[H-].[Na+].Br[CH2:23][C:24]1[CH:33]=[C:32]2[C:27]([C:28]([Cl:34])=[CH:29][CH:30]=[N:31]2)=[CH:26][CH:25]=1.C(OCC)(=O)C. Product: [CH2:1]([O:8][C:9]([N:11]1[CH:16]([CH3:17])[CH2:15][N:14]([CH2:23][C:24]2[CH:33]=[C:32]3[C:27]([C:28]([Cl:34])=[CH:29][CH:30]=[N:31]3)=[CH:26][CH:25]=2)[C:13](=[O:18])[C@@H:12]1[CH3:19])=[O:10])[C:2]1[CH:3]=[CH:4][CH:5]=[CH:6][CH:7]=1. The catalyst class is: 118. (8) Reactant: [Cl:1][CH:2]([C:14]1[CH:19]=[CH:18][CH:17]=[CH:16][CH:15]=1)[C:3]([C:5]1[C:13]2[C:8](=[CH:9][CH:10]=[CH:11][CH:12]=2)[NH:7][CH:6]=1)=[O:4].[H-].[Na+].[CH2:22]([S:24](Cl)(=[O:26])=[O:25])[CH3:23].O. Product: [Cl:1][CH:2]([C:14]1[CH:19]=[CH:18][CH:17]=[CH:16][CH:15]=1)[C:3]([C:5]1[C:13]2[C:8](=[CH:9][CH:10]=[CH:11][CH:12]=2)[N:7]([S:24]([CH2:22][CH3:23])(=[O:26])=[O:25])[CH:6]=1)=[O:4]. The catalyst class is: 239.